From a dataset of Forward reaction prediction with 1.9M reactions from USPTO patents (1976-2016). Predict the product of the given reaction. (1) Given the reactants [OH:1][CH:2]1[CH2:7][CH2:6][N:5]([C:8]([O:10][C:11]([CH3:14])([CH3:13])[CH3:12])=[O:9])[CH:4]([C:15]([O:17][CH3:18])=[O:16])[CH2:3]1.[O:19]1[CH:24]=[CH:23][CH2:22][CH2:21][CH2:20]1.C(N(CC)CC)C, predict the reaction product. The product is: [O:19]1[CH2:24][CH2:23][CH2:22][CH2:21][CH:20]1[O:1][CH:2]1[CH2:7][CH2:6][N:5]([C:8]([O:10][C:11]([CH3:12])([CH3:13])[CH3:14])=[O:9])[CH:4]([C:15]([O:17][CH3:18])=[O:16])[CH2:3]1. (2) The product is: [CH3:1][N:2]([CH3:23])[C:3](=[O:22])[CH2:4][N:5]([CH3:21])[C:6]([C:8]1[S:9][C:10]2[N:11]=[CH:12][N:13]=[C:14]([NH:36][C:28]3[CH:29]=[C:30]4[C:34](=[CH:35][C:27]=3[O:26][CH2:24][CH3:25])[NH:33][N:32]=[CH:31]4)[C:15]=2[N:16]=1)=[O:7]. Given the reactants [CH3:1][N:2]([CH3:23])[C:3](=[O:22])[CH2:4][N:5]([CH3:21])[C:6]([C:8]1[S:9][C:10]2[N:11]=[CH:12][N:13]=[C:14](S(C)(=O)=O)[C:15]=2[N:16]=1)=[O:7].[CH2:24]([O:26][C:27]1[CH:35]=[C:34]2[C:30]([CH:31]=[N:32][NH:33]2)=[CH:29][C:28]=1[NH2:36])[CH3:25], predict the reaction product. (3) Given the reactants C(OC([N:8]1[CH2:11][CH:10]([C:12]2[C:17]([N:18]3[CH2:22][CH2:21][CH:20]([CH3:23])[CH2:19]3)=[N:16][CH:15]=[CH:14][N:13]=2)[CH2:9]1)=O)(C)(C)C.[ClH:24].CO, predict the reaction product. The product is: [ClH:24].[NH:8]1[CH2:11][CH:10]([C:12]2[C:17]([N:18]3[CH2:22][CH2:21][CH:20]([CH3:23])[CH2:19]3)=[N:16][CH:15]=[CH:14][N:13]=2)[CH2:9]1. (4) Given the reactants C1(C)C=CC(S(O[CH2:11][CH:12]=[C:13]([C:16]([F:19])([F:18])[F:17])[CH2:14][CH3:15])(=O)=O)=CC=1.[F:21][C:22]([F:34])([F:33])[CH2:23][CH2:24][S:25]([CH2:28][C:29]([O:31][CH3:32])=[O:30])(=[O:27])=[O:26].[H-].[Na+].Cl, predict the reaction product. The product is: [F:17][C:16]([F:19])([F:18])[C:13]([CH2:14][CH3:15])=[CH:12][CH2:11][CH:28]([S:25]([CH2:24][CH2:23][C:22]([F:21])([F:33])[F:34])(=[O:26])=[O:27])[C:29]([O:31][CH3:32])=[O:30]. (5) Given the reactants [Cl:1][C:2]1[CH:7]=[C:6](I)[C:5]([Cl:9])=[CH:4][N:3]=1.[NH2:10][C:11]1[CH:20]=[CH:19][C:18]([N:21]2[CH2:26][CH2:25][N:24]([CH2:27][CH2:28][OH:29])[CH2:23][CH2:22]2)=[CH:17][C:12]=1[C:13]([NH:15][CH3:16])=[O:14], predict the reaction product. The product is: [Cl:1][C:2]1[CH:7]=[C:6]([NH:10][C:11]2[CH:20]=[CH:19][C:18]([N:21]3[CH2:26][CH2:25][N:24]([CH2:27][CH2:28][OH:29])[CH2:23][CH2:22]3)=[CH:17][C:12]=2[C:13]([NH:15][CH3:16])=[O:14])[C:5]([Cl:9])=[CH:4][N:3]=1. (6) Given the reactants I[C:2]1[CH:7]=[CH:6][C:5]([CH2:8][C:9]([NH:11][C:12]2[S:13][CH:14]=[C:15]([CH3:21])[C:16]=2[C:17]([O:19][CH3:20])=[O:18])=[O:10])=[CH:4][CH:3]=1.[N:22]1[CH:27]=[CH:26][C:25](B(O)O)=[CH:24][CH:23]=1.C(=O)([O-])[O-].[K+].[K+].O, predict the reaction product. The product is: [CH3:21][C:15]1[C:16]([C:17]([O:19][CH3:20])=[O:18])=[C:12]([NH:11][C:9](=[O:10])[CH2:8][C:5]2[CH:6]=[CH:7][C:2]([C:25]3[CH:26]=[CH:27][N:22]=[CH:23][CH:24]=3)=[CH:3][CH:4]=2)[S:13][CH:14]=1. (7) Given the reactants [Cl:1][C:2]1[C:7]([CH:8]=[O:9])=[CH:6][C:5]([Cl:10])=[CH:4][N:3]=1.[BH4-].[Na+], predict the reaction product. The product is: [Cl:1][C:2]1[C:7]([CH2:8][OH:9])=[CH:6][C:5]([Cl:10])=[CH:4][N:3]=1. (8) Given the reactants [C:1]1([S:7]([C:10]2[C:18]3[C:13](=[CH:14][CH:15]=[C:16]([O:19][CH2:20][CH2:21]OS(C4C=CC(C)=CC=4)(=O)=O)[CH:17]=3)[NH:12][N:11]=2)(=[O:9])=[O:8])[CH:6]=[CH:5][CH:4]=[CH:3][CH:2]=1.[CH2:33]([NH:35][CH2:36][CH3:37])[CH3:34], predict the reaction product. The product is: [C:1]1([S:7]([C:10]2[C:18]3[C:13](=[CH:14][CH:15]=[C:16]([O:19][CH2:20][CH2:21][N:35]([CH2:36][CH3:37])[CH2:33][CH3:34])[CH:17]=3)[NH:12][N:11]=2)(=[O:9])=[O:8])[CH:2]=[CH:3][CH:4]=[CH:5][CH:6]=1. (9) Given the reactants [NH2:1][C@H:2]([C:4]([OH:6])=[O:5])[CH3:3].C1COCC1.Cl[C:13]([O:15][CH3:16])=[O:14], predict the reaction product. The product is: [CH3:16][O:15][C:13]([NH:1][C@@H:2]([CH3:3])[C:4]([OH:6])=[O:5])=[O:14].